From a dataset of Full USPTO retrosynthesis dataset with 1.9M reactions from patents (1976-2016). Predict the reactants needed to synthesize the given product. (1) Given the product [OH:23][C@H:21]([CH2:22][NH:1][C:2]1[CH:13]=[CH:12][C:5]2[NH:6][C:7](=[O:11])[CH2:8][CH2:9][CH2:10][C:4]=2[CH:3]=1)[CH2:20][O:19][C:14](=[O:18])[CH2:15][CH2:16][CH3:17], predict the reactants needed to synthesize it. The reactants are: [NH2:1][C:2]1[CH:13]=[CH:12][C:5]2[NH:6][C:7](=[O:11])[CH2:8][CH2:9][CH2:10][C:4]=2[CH:3]=1.[C:14]([O:19][CH2:20][C@@H:21]1[O:23][CH2:22]1)(=[O:18])[CH2:15][CH2:16][CH3:17].Cl([O-])(=O)(=O)=O.[Li+]. (2) Given the product [CH3:34][O:33][C:31]([N:27]1[CH2:28][CH2:29][N:24]([C:22]([C:17]2[NH:18][C:19]3[C:15]([CH:16]=2)=[CH:14][C:13]([O:12][CH:9]2[CH2:8][CH2:7][N:6]([CH:3]([CH3:5])[CH3:4])[CH2:11][CH2:10]2)=[CH:21][CH:20]=3)=[O:23])[CH2:25][CH2:26]1)=[O:32], predict the reactants needed to synthesize it. The reactants are: Cl.Cl.[CH:3]([N:6]1[CH2:11][CH2:10][CH:9]([O:12][C:13]2[CH:14]=[C:15]3[C:19](=[CH:20][CH:21]=2)[NH:18][C:17]([C:22]([N:24]2[CH2:29][CH2:28][NH:27][CH2:26][CH2:25]2)=[O:23])=[CH:16]3)[CH2:8][CH2:7]1)([CH3:5])[CH3:4].Cl[C:31]([O:33][CH3:34])=[O:32]. (3) Given the product [CH2:1]([N:8]([CH2:9][C:11]1[CH:16]=[CH:15][C:14]([NH:17][C:18]([N:20]2[CH2:21][C:22]3[C:27](=[CH:26][CH:25]=[CH:24][CH:23]=3)[CH2:28]2)=[O:19])=[CH:13][CH:12]=1)[CH2:29][CH2:30][CH2:31][N:32]1[CH2:33][CH2:34][O:35][CH2:36][CH2:37]1)[C:2]1[CH:3]=[CH:4][CH:5]=[CH:6][CH:7]=1, predict the reactants needed to synthesize it. The reactants are: [CH2:1]([N:8]([CH2:29][CH2:30][CH2:31][N:32]1[CH2:37][CH2:36][O:35][CH2:34][CH2:33]1)[C:9]([C:11]1[CH:16]=[CH:15][C:14]([NH:17][C:18]([N:20]2[CH2:28][C:27]3[C:22](=[CH:23][CH:24]=[CH:25][CH:26]=3)[CH2:21]2)=[O:19])=[CH:13][CH:12]=1)=O)[C:2]1[CH:7]=[CH:6][CH:5]=[CH:4][CH:3]=1.Cl. (4) Given the product [F:31][C:32]([F:36])([F:35])[CH2:33][NH:34][CH:2]([CH3:30])[CH2:3][CH2:4][C:5]1[CH:6]=[CH:7][C:8]([NH:11][C:12](=[O:29])[CH:13]([NH:17][C:18](=[O:28])[CH2:19][C:20]2[CH:21]=[C:22]([F:27])[CH:23]=[C:24]([F:26])[CH:25]=2)[CH2:14][CH2:15][CH3:16])=[N:9][CH:10]=1, predict the reactants needed to synthesize it. The reactants are: O=[C:2]([CH3:30])[CH2:3][CH2:4][C:5]1[CH:6]=[CH:7][C:8]([NH:11][C:12](=[O:29])[CH:13]([NH:17][C:18](=[O:28])[CH2:19][C:20]2[CH:25]=[C:24]([F:26])[CH:23]=[C:22]([F:27])[CH:21]=2)[CH2:14][CH2:15][CH3:16])=[N:9][CH:10]=1.[F:31][C:32]([F:36])([F:35])[CH2:33][NH2:34].C(O)(=O)C.C(O[BH-](OC(=O)C)OC(=O)C)(=O)C.[Na+].Cl. (5) The reactants are: [F:1][C:2]([F:15])([F:14])[O:3][CH2:4][C:5]1[CH:13]=[CH:12][C:8]([C:9]([OH:11])=[O:10])=[CH:7][CH:6]=1.IC.[C:18](=O)([O-])[O-].[K+].[K+].O. Given the product [F:1][C:2]([F:14])([F:15])[O:3][CH2:4][C:5]1[CH:6]=[CH:7][C:8]([C:9]([O:11][CH3:18])=[O:10])=[CH:12][CH:13]=1, predict the reactants needed to synthesize it. (6) Given the product [CH2:3]([O:10][CH2:11][CH2:12][O:13][C:19]1[CH:18]=[CH:17][N:16]=[C:15]([Cl:14])[CH:20]=1)[C:4]1[CH:9]=[CH:8][CH:7]=[CH:6][CH:5]=1, predict the reactants needed to synthesize it. The reactants are: [H-].[Na+].[CH2:3]([O:10][CH2:11][CH2:12][OH:13])[C:4]1[CH:9]=[CH:8][CH:7]=[CH:6][CH:5]=1.[Cl:14][C:15]1[CH:20]=[C:19]([N+]([O-])=O)[CH:18]=[CH:17][N:16]=1. (7) Given the product [Cl:1][C:2]1[C:10]2[C:9](=[O:11])[NH:8][N:7]=[CH:6][C:5]=2[NH:4][C:3]=1[C:20]1[CH:25]=[CH:24][C:23]([O:26][CH:27]([F:29])[F:28])=[C:22]([O:30][CH:31]([CH3:33])[CH3:32])[CH:21]=1, predict the reactants needed to synthesize it. The reactants are: [Cl:1][C:2]1[C:10]2[C:9](=[O:11])[NH:8][N:7]=[CH:6][C:5]=2[N:4](COCC[Si](C)(C)C)[C:3]=1[C:20]1[CH:25]=[CH:24][C:23]([O:26][CH:27]([F:29])[F:28])=[C:22]([O:30][CH:31]([CH3:33])[CH3:32])[CH:21]=1.C1(OC2C=C(C3N(COCC[Si](C)(C)C)C4C=NNC(=O)C=4C=3)C=CC=2OC(F)F)CC1. (8) Given the product [CH3:11][O:12][CH2:13][C:14]([NH:16][C:17]1[CH:18]=[C:19]([CH:22]=[CH:23][CH:24]=1)[CH:20]=[O:21])=[O:15], predict the reactants needed to synthesize it. The reactants are: C(Cl)(=O)C(Cl)=O.CS(C)=O.[CH3:11][O:12][CH2:13][C:14]([NH:16][C:17]1[CH:18]=[C:19]([CH:22]=[CH:23][CH:24]=1)[CH2:20][OH:21])=[O:15].C(N(CC)CC)C. (9) The reactants are: [CH2:1]([N:5]([C:15]1[S:16][C:17]([C:20]2[CH:25]=[C:24]([CH3:26])[C:23]([O:27]C)=[C:22]([CH3:29])[CH:21]=2)=[N:18][N:19]=1)[C:6](=[O:14])[C:7]1[CH:12]=[CH:11][CH:10]=[CH:9][C:8]=1[Cl:13])[CH2:2][CH2:3][CH3:4].B(Br)(Br)Br.ClCCl. Given the product [CH2:1]([N:5]([C:15]1[S:16][C:17]([C:20]2[CH:25]=[C:24]([CH3:26])[C:23]([OH:27])=[C:22]([CH3:29])[CH:21]=2)=[N:18][N:19]=1)[C:6](=[O:14])[C:7]1[CH:12]=[CH:11][CH:10]=[CH:9][C:8]=1[Cl:13])[CH2:2][CH2:3][CH3:4], predict the reactants needed to synthesize it.